Dataset: Forward reaction prediction with 1.9M reactions from USPTO patents (1976-2016). Task: Predict the product of the given reaction. (1) Given the reactants Cl.[Cl:2][C:3]1[CH:4]=[C:5]([C:8]2[O:12][N:11]=[C:10]([C@H:13]3[CH2:18][CH2:17][CH2:16][NH:15][CH2:14]3)[N:9]=2)[NH:6][CH:7]=1.[F:19][C:20]1[CH:28]=[CH:27][C:23]([C:24](O)=[O:25])=[CH:22][N:21]=1, predict the reaction product. The product is: [Cl:2][C:3]1[CH:4]=[C:5]([C:8]2[O:12][N:11]=[C:10]([C@H:13]3[CH2:18][CH2:17][CH2:16][N:15]([C:24]([C:23]4[CH:22]=[N:21][C:20]([F:19])=[CH:28][CH:27]=4)=[O:25])[CH2:14]3)[N:9]=2)[NH:6][CH:7]=1. (2) Given the reactants Br[C:2]1[CH:3]=[C:4]2[C:9](=[CH:10][CH:11]=1)[N:8]=[C:7]([C:12]1[CH:17]=[CH:16][C:15]([O:18][CH3:19])=[CH:14][CH:13]=1)[C:6]([C:20]1[CH:25]=[CH:24][C:23]([O:26][CH3:27])=[CH:22][CH:21]=1)=[N:5]2.[C:28]([O:32][CH3:33])(=[O:31])[CH:29]=[CH2:30].C1C=CC(P(C2C=CC=CC=2)C2C=CC=CC=2)=CC=1, predict the reaction product. The product is: [CH3:19][O:18][C:15]1[CH:14]=[CH:13][C:12]([C:7]2[C:6]([C:20]3[CH:21]=[CH:22][C:23]([O:26][CH3:27])=[CH:24][CH:25]=3)=[N:5][C:4]3[C:9](=[CH:10][CH:11]=[C:2](/[CH:30]=[CH:29]/[C:28]([O:32][CH3:33])=[O:31])[CH:3]=3)[N:8]=2)=[CH:17][CH:16]=1. (3) Given the reactants CN(C(ON1N=NC2C=CC=NC1=2)=[N+](C)C)C.F[P-](F)(F)(F)(F)F.[Br:25][C:26]1[CH:31]=[CH:30][C:29]([C@H:32]([C@@H:36]2[CH2:40][CH2:39][C:38]([CH3:42])([CH3:41])[N:37]2[C:43]([O:45][C:46]([CH3:49])([CH3:48])[CH3:47])=[O:44])[C:33]([OH:35])=O)=[C:28]([F:50])[CH:27]=1.Cl.Cl.[CH3:53][C@H:54]1[C:62]2[C:61]([N:63]3[CH2:68][CH2:67][NH:66][CH2:65][CH2:64]3)=[N:60][CH:59]=[N:58][C:57]=2[C@@H:56]([OH:69])[CH2:55]1.C(N(C(C)C)C(C)C)C, predict the reaction product. The product is: [Br:25][C:26]1[CH:31]=[CH:30][C:29]([C@@H:32]([C@H:36]2[N:37]([C:43]([O:45][C:46]([CH3:47])([CH3:48])[CH3:49])=[O:44])[C:38]([CH3:41])([CH3:42])[CH2:39][CH2:40]2)[C:33]([N:66]2[CH2:67][CH2:68][N:63]([C:61]3[C:62]4[C@H:54]([CH3:53])[CH2:55][C@@H:56]([OH:69])[C:57]=4[N:58]=[CH:59][N:60]=3)[CH2:64][CH2:65]2)=[O:35])=[C:28]([F:50])[CH:27]=1. (4) Given the reactants [C:1]([NH:8][C:9]1[CH:14]=[CH:13][C:12]([NH2:15])=[CH:11][CH:10]=1)([O:3]C(C)(C)C)=O.C(N(CC)CC)C.[F:23][C:24]([F:36])([F:35])[O:25][C:26]1[CH:34]=[CH:33][C:29](C(Cl)=O)=[CH:28][CH:27]=1, predict the reaction product. The product is: [NH2:15][C:12]1[CH:11]=[CH:10][C:9]([NH:8][C:1](=[O:3])[C:29]2[CH:28]=[CH:27][C:26]([O:25][C:24]([F:23])([F:35])[F:36])=[CH:34][CH:33]=2)=[CH:14][CH:13]=1. (5) Given the reactants [S:1]1[CH:5]=[CH:4][CH:3]=[C:2]1[CH2:6][CH2:7][C:8](O)=[O:9], predict the reaction product. The product is: [S:1]1[CH:5]=[CH:4][CH:3]=[C:2]1[CH2:6][CH2:7][CH2:8][OH:9].